From a dataset of TCR-epitope binding with 47,182 pairs between 192 epitopes and 23,139 TCRs. Binary Classification. Given a T-cell receptor sequence (or CDR3 region) and an epitope sequence, predict whether binding occurs between them. (1) Result: 0 (the TCR does not bind to the epitope). The TCR CDR3 sequence is CASSLRGPTYEQYF. The epitope is SEPVLKGVKL. (2) The epitope is FLNRFTTTL. The TCR CDR3 sequence is CASRLGLAGGINEQFF. Result: 0 (the TCR does not bind to the epitope). (3) The epitope is YFPLQSYGF. The TCR CDR3 sequence is CASSPGGEQFF. Result: 1 (the TCR binds to the epitope). (4) The epitope is LPAADLDDF. The TCR CDR3 sequence is CASMGTGFDGYTF. Result: 0 (the TCR does not bind to the epitope). (5) Result: 1 (the TCR binds to the epitope). The epitope is GILGFVFTL. The TCR CDR3 sequence is CSARDTTNSYYTDTQYF. (6) The TCR CDR3 sequence is CATSEPQGETQYF. Result: 0 (the TCR does not bind to the epitope). The epitope is FQPTNGVGY. (7) The epitope is AYILFTRFFYV. The TCR CDR3 sequence is CSVEIRLVAQGRNEQFF. Result: 0 (the TCR does not bind to the epitope). (8) The epitope is IPIQASLPF. The TCR CDR3 sequence is CASSEGDAQYF. Result: 0 (the TCR does not bind to the epitope). (9) The epitope is FVDGVPFVV. The TCR CDR3 sequence is CASSQELGSQETQYF. Result: 1 (the TCR binds to the epitope).